From a dataset of Full USPTO retrosynthesis dataset with 1.9M reactions from patents (1976-2016). Predict the reactants needed to synthesize the given product. (1) The reactants are: [CH:1]1([CH2:7][N:8]2[C:12]([C:13]3[CH:18]=[C:17]([C:19]([CH3:22])([CH3:21])[CH3:20])[CH:16]=[C:15]([C:23]([CH3:26])([CH3:25])[CH3:24])[CH:14]=3)=[CH:11][C:10]([C:27](O)=[O:28])=[C:9]2[CH3:30])[CH2:6][CH2:5][CH2:4][CH2:3][CH2:2]1.C[N:32](C(ON1N=NC2C=CC=NC1=2)=[N+](C)C)C.F[P-](F)(F)(F)(F)F.[NH4+].[Cl-]. Given the product [CH:1]1([CH2:7][N:8]2[C:12]([C:13]3[CH:18]=[C:17]([C:19]([CH3:20])([CH3:21])[CH3:22])[CH:16]=[C:15]([C:23]([CH3:26])([CH3:25])[CH3:24])[CH:14]=3)=[CH:11][C:10]([C:27]([NH2:32])=[O:28])=[C:9]2[CH3:30])[CH2:2][CH2:3][CH2:4][CH2:5][CH2:6]1, predict the reactants needed to synthesize it. (2) Given the product [C:22]([O:26][C:27](=[O:28])[NH:21][CH2:20][CH2:19][CH2:18][CH2:17][C:5]1([CH3:16])[C:4]2[CH:3]=[C:2]([Br:1])[CH:14]=[CH:13][C:12]=2[C:11]2[C:6]1=[CH:7][C:8]([Br:15])=[CH:9][CH:10]=2)([CH3:25])([CH3:24])[CH3:23], predict the reactants needed to synthesize it. The reactants are: [Br:1][C:2]1[CH:14]=[CH:13][C:12]2[C:11]3[C:6](=[CH:7][C:8]([Br:15])=[CH:9][CH:10]=3)[C:5]([CH2:17][CH2:18][CH2:19][CH2:20][NH2:21])([CH3:16])[C:4]=2[CH:3]=1.[C:22]([O:26][C:27](O[C:27]([O:26][C:22]([CH3:25])([CH3:24])[CH3:23])=[O:28])=[O:28])([CH3:25])([CH3:24])[CH3:23]. (3) Given the product [CH3:10][C:9]1[NH:7][CH:8]=[C:2]([C:1]([O:5][CH3:6])=[O:4])[CH:3]=1, predict the reactants needed to synthesize it. The reactants are: [C:1]([O:5][CH3:6])(=[O:4])[CH:2]=[CH2:3].[N+:7]([CH:9](S(C1C=CC(C)=CC=1)(=O)=O)[CH3:10])#[C-:8].[H-].[Na+].[Cl-].[Na+]. (4) Given the product [CH3:12][N:13]([CH3:18])[S:14]([N:1]1[CH:5]=[CH:4][N:3]=[CH:2]1)(=[O:16])=[O:15], predict the reactants needed to synthesize it. The reactants are: [NH:1]1[CH:5]=[CH:4][N:3]=[CH:2]1.C1C=CC=CC=1.[CH3:12][N:13]([CH3:18])[S:14](Cl)(=[O:16])=[O:15].